Dataset: NCI-60 drug combinations with 297,098 pairs across 59 cell lines. Task: Regression. Given two drug SMILES strings and cell line genomic features, predict the synergy score measuring deviation from expected non-interaction effect. (1) Drug 1: C1C(C(OC1N2C=NC3=C(N=C(N=C32)Cl)N)CO)O. Drug 2: CC12CCC3C(C1CCC2O)C(CC4=C3C=CC(=C4)O)CCCCCCCCCS(=O)CCCC(C(F)(F)F)(F)F. Cell line: SK-MEL-28. Synergy scores: CSS=21.4, Synergy_ZIP=-0.616, Synergy_Bliss=3.17, Synergy_Loewe=-5.34, Synergy_HSA=3.40. (2) Drug 1: CC1=CC2C(CCC3(C2CCC3(C(=O)C)OC(=O)C)C)C4(C1=CC(=O)CC4)C. Drug 2: CC1=C(C(CCC1)(C)C)C=CC(=CC=CC(=CC(=O)O)C)C. Cell line: NCI/ADR-RES. Synergy scores: CSS=1.55, Synergy_ZIP=-0.551, Synergy_Bliss=-0.619, Synergy_Loewe=-0.179, Synergy_HSA=-0.561. (3) Cell line: DU-145. Synergy scores: CSS=25.2, Synergy_ZIP=-1.57, Synergy_Bliss=-3.00, Synergy_Loewe=-41.1, Synergy_HSA=-4.18. Drug 2: CC1=C2C(C(=O)C3(C(CC4C(C3C(C(C2(C)C)(CC1OC(=O)C(C(C5=CC=CC=C5)NC(=O)C6=CC=CC=C6)O)O)OC(=O)C7=CC=CC=C7)(CO4)OC(=O)C)O)C)OC(=O)C. Drug 1: C1=CC(=CC=C1CC(C(=O)O)N)N(CCCl)CCCl.Cl. (4) Drug 1: C1=CC(=CC=C1CC(C(=O)O)N)N(CCCl)CCCl.Cl. Drug 2: C1C(C(OC1N2C=NC3=C(N=C(N=C32)Cl)N)CO)O. Cell line: MDA-MB-435. Synergy scores: CSS=-6.39, Synergy_ZIP=2.51, Synergy_Bliss=2.25, Synergy_Loewe=-8.86, Synergy_HSA=-3.70. (5) Drug 1: CC1=C(C=C(C=C1)NC2=NC=CC(=N2)N(C)C3=CC4=NN(C(=C4C=C3)C)C)S(=O)(=O)N.Cl. Drug 2: C1=CC=C(C=C1)NC(=O)CCCCCCC(=O)NO. Cell line: ACHN. Synergy scores: CSS=0.586, Synergy_ZIP=-5.70, Synergy_Bliss=-12.1, Synergy_Loewe=-11.0, Synergy_HSA=-10.7. (6) Drug 1: CN1CCC(CC1)COC2=C(C=C3C(=C2)N=CN=C3NC4=C(C=C(C=C4)Br)F)OC. Drug 2: CCN(CC)CCCC(C)NC1=C2C=C(C=CC2=NC3=C1C=CC(=C3)Cl)OC. Cell line: NCI-H322M. Synergy scores: CSS=59.7, Synergy_ZIP=-1.13, Synergy_Bliss=3.18, Synergy_Loewe=3.05, Synergy_HSA=5.73.